Predict the reactants needed to synthesize the given product. From a dataset of Full USPTO retrosynthesis dataset with 1.9M reactions from patents (1976-2016). (1) The reactants are: [O:1]=[C:2]1[NH:21][CH2:20][CH2:19][C:4]2([CH2:8][C@H:7]([C:9]([O:11]CC3C=CC=CC=3)=[O:10])[CH2:6][CH2:5]2)[O:3]1. Given the product [O:1]=[C:2]1[NH:21][CH2:20][CH2:19][C:4]2([CH2:8][C@H:7]([C:9]([OH:11])=[O:10])[CH2:6][CH2:5]2)[O:3]1, predict the reactants needed to synthesize it. (2) Given the product [F:21][C:22]1[CH:23]=[C:24]([CH:36]=[C:37]([F:39])[CH:38]=1)[CH2:25][C:26]1[CH:27]=[C:28]2[C:32](=[CH:33][CH:34]=1)[NH:31][N:30]=[C:29]2[NH:35][C:9]([C:8]1[CH:12]=[CH:13][C:5]([C:3]([O:2][CH3:1])=[O:4])=[CH:6][C:7]=1[N+:14]([O-:16])=[O:15])=[O:11], predict the reactants needed to synthesize it. The reactants are: [CH3:1][O:2][C:3]([C:5]1[CH:13]=[CH:12][C:8]([C:9]([OH:11])=O)=[C:7]([N+:14]([O-:16])=[O:15])[CH:6]=1)=[O:4].S(Cl)(Cl)=O.[F:21][C:22]1[CH:23]=[C:24]([CH:36]=[C:37]([F:39])[CH:38]=1)[CH2:25][C:26]1[CH:27]=[C:28]2[C:32](=[CH:33][CH:34]=1)[NH:31][N:30]=[C:29]2[NH2:35]. (3) Given the product [C:42]([N:11]1[CH2:12][CH2:13][CH:9]([O:8][C:7]2[CH:6]=[CH:5][C:4]([N:14]3[C:18]([CH3:20])([CH3:19])[C:17](=[O:21])[N:16]([C:22]4[CH:29]=[CH:28][C:25]([C:26]#[N:27])=[C:24]([C:30]([F:33])([F:31])[F:32])[CH:23]=4)[C:15]3=[S:34])=[CH:3][C:2]=2[F:1])[CH2:10]1)(=[O:44])[CH3:43], predict the reactants needed to synthesize it. The reactants are: [F:1][C:2]1[CH:3]=[C:4]([N:14]2[C:18]([CH3:20])([CH3:19])[C:17](=[O:21])[N:16]([C:22]3[CH:29]=[CH:28][C:25]([C:26]#[N:27])=[C:24]([C:30]([F:33])([F:32])[F:31])[CH:23]=3)[C:15]2=[S:34])[CH:5]=[CH:6][C:7]=1[O:8][CH:9]1[CH2:13][CH2:12][NH:11][CH2:10]1.C(N(CC)CC)C.[C:42](Cl)(=[O:44])[CH3:43]. (4) Given the product [C:18]([OH:23])(=[O:22])[C:19]([OH:21])=[O:20].[CH2:1]([O:8][NH:9][CH:10]1[CH2:15][NH:14][C@H:13]([C:16]#[N:17])[CH2:12][CH2:11]1)[C:2]1[CH:7]=[CH:6][CH:5]=[CH:4][CH:3]=1, predict the reactants needed to synthesize it. The reactants are: [CH2:1]([O:8][NH:9][CH:10]1[CH2:15][NH:14][C@H:13]([C:16]#[N:17])[CH2:12][CH2:11]1)[C:2]1[CH:7]=[CH:6][CH:5]=[CH:4][CH:3]=1.[C:18]([OH:23])(=[O:22])[C:19]([OH:21])=[O:20]. (5) Given the product [NH2:14][N:15]1[CH2:12][C@H:10]([CH2:9][O:8][CH2:1][C:2]2[CH:3]=[CH:4][CH:5]=[CH:6][CH:7]=2)[O:11][C:19]1=[O:26], predict the reactants needed to synthesize it. The reactants are: [CH2:1]([O:8][CH2:9][C@H:10]1[CH2:12][O:11]1)[C:2]1[CH:7]=[CH:6][CH:5]=[CH:4][CH:3]=1.O.[NH2:14][NH2:15].C[O-].[Na+].[C:19](=[O:26])(OCC)OCC. (6) Given the product [Cl:13][C:14]1[CH:29]=[CH:28][CH:27]=[CH:26][C:15]=1[C:16]([NH:18][C:19]1[CH:20]=[CH:21][C:12]([S:9][C:4]2[N:3]=[C:2]([Cl:1])[CH:7]=[C:6]([Cl:8])[N:5]=2)=[CH:23][CH:24]=1)=[O:17], predict the reactants needed to synthesize it. The reactants are: [Cl:1][C:2]1[CH:7]=[C:6]([Cl:8])[N:5]=[C:4]([S:9]([CH3:12])(=O)=O)[N:3]=1.[Cl:13][C:14]1[CH:29]=[CH:28][CH:27]=[CH:26][C:15]=1[C:16]([NH:18][C:19]1[CH:24]=[CH:23]C(S)=[CH:21][CH:20]=1)=[O:17].C(#N)C.C(N(CC)CC)C.